This data is from Full USPTO retrosynthesis dataset with 1.9M reactions from patents (1976-2016). The task is: Predict the reactants needed to synthesize the given product. (1) Given the product [N:27]1[CH:32]=[CH:31][CH:30]=[C:29]([NH:33][C:34]([N:17]2[CH2:16][CH2:15][C:14](=[CH:13][C:12]3[CH:20]=[CH:21][CH:22]=[C:10]([O:9][C:8]4[CH:7]=[CH:6][C:5]([O:4][CH2:3][C:2]([F:1])([F:25])[F:26])=[CH:24][CH:23]=4)[CH:11]=3)[CH2:19][CH2:18]2)=[O:35])[N:28]=1, predict the reactants needed to synthesize it. The reactants are: [F:1][C:2]([F:26])([F:25])[CH2:3][O:4][C:5]1[CH:24]=[CH:23][C:8]([O:9][C:10]2[CH:11]=[C:12]([CH:20]=[CH:21][CH:22]=2)[CH:13]=[C:14]2[CH2:19][CH2:18][NH:17][CH2:16][CH2:15]2)=[CH:7][CH:6]=1.[N:27]1[CH:32]=[CH:31][CH:30]=[C:29]([NH:33][C:34](=O)[O:35]C2C=CC=CC=2)[N:28]=1.C(N(CC)CC)C. (2) Given the product [CH2:1]([N:8]1[CH2:14][CH:13]([CH3:15])[C:12](=[O:16])[N:11]([CH3:17])[C:10]2[CH:18]=[N:19][C:20]([NH:23][C:24]3[CH:39]=[CH:38][C:27]([C:28]([NH:30][CH:31]4[CH2:32][CH2:33][N:34]([CH3:37])[CH2:35][CH2:36]4)=[O:29])=[CH:26][C:25]=3[O:40][CH3:41])=[N:21][C:9]1=2)[C:2]1[CH:7]=[CH:6][CH:5]=[CH:4][CH:3]=1, predict the reactants needed to synthesize it. The reactants are: [CH2:1]([N:8]1[CH2:14][CH:13]([CH3:15])[C:12](=[O:16])[N:11]([CH3:17])[C:10]2[CH:18]=[N:19][C:20](Cl)=[N:21][C:9]1=2)[C:2]1[CH:7]=[CH:6][CH:5]=[CH:4][CH:3]=1.[NH2:23][C:24]1[CH:39]=[CH:38][C:27]([C:28]([NH:30][CH:31]2[CH2:36][CH2:35][N:34]([CH3:37])[CH2:33][CH2:32]2)=[O:29])=[CH:26][C:25]=1[O:40][CH3:41].O.C1(C)C=CC(S(O)(=O)=O)=CC=1. (3) Given the product [CH2:17]([C:10]1([CH3:19])[O:11][CH2:12][CH:13]([CH2:14][O:15][CH3:16])[N:8]([CH2:1][C:2]2[CH:3]=[CH:4][CH:5]=[CH:6][CH:7]=2)[C:9]1=[O:18])[CH:29]=[CH2:30], predict the reactants needed to synthesize it. The reactants are: [CH2:1]([N:8]1[CH:13]([CH2:14][O:15][CH3:16])[CH2:12][O:11][CH:10]([CH3:17])[C:9]1=[O:18])[C:2]1[CH:7]=[CH:6][CH:5]=[CH:4][CH:3]=1.[CH3:19][Si](C)(C)[N-][Si](C)(C)C.[Li+].[CH2:29](I)[CH:30]=C. (4) Given the product [ClH:26].[NH2:27][C:21]1[C:22]2[C:17](=[C:16]([S:13]([N:12]([CH2:9][CH2:10][CH2:11][C:38]3[CH:37]=[CH:18][CH:17]=[CH:16][CH:25]=3)[CH2:11][CH2:10][CH2:9][NH2:8])(=[O:14])=[O:15])[CH:25]=[CH:24][CH:23]=2)[CH:18]=[CH:19][N:20]=1, predict the reactants needed to synthesize it. The reactants are: C(OC([NH:8][CH2:9][CH2:10][CH2:11][NH:12][S:13]([C:16]1[CH:25]=[CH:24][CH:23]=[C:22]2[C:17]=1[CH:18]=[CH:19][N:20]=[C:21]2[Cl:26])(=[O:15])=[O:14])=O)(C)(C)C.[NH3:27].C(=O)([O-])O.[Na+].O1[CH2:38][CH2:37]OCC1. (5) Given the product [CH2:18]([NH:19][C:20](=[O:21])[O:14][CH:11]1[CH2:12][CH2:13][N:8]([CH2:7][C:1]2[CH:2]=[CH:3][CH:4]=[CH:5][CH:6]=2)[CH2:9][CH2:10]1)[CH2:17][CH2:16][CH3:15], predict the reactants needed to synthesize it. The reactants are: [C:1]1([CH2:7][N:8]2[CH2:13][CH2:12][CH:11]([OH:14])[CH2:10][CH2:9]2)[CH:6]=[CH:5][CH:4]=[CH:3][CH:2]=1.[CH3:15][CH2:16][CH2:17][CH2:18][N:19]=[C:20]=[O:21].O. (6) Given the product [CH2:20]([C:6]1([C:4]([OH:5])=[O:3])[C:10]2[NH:11][C:12]3[C:13]([Cl:19])=[CH:14][CH:15]=[C:16]([Cl:18])[C:17]=3[C:9]=2[CH2:8][CH2:7]1)[CH:21]=[CH2:22], predict the reactants needed to synthesize it. The reactants are: C([O:3][C:4]([C:6]1([CH2:20][CH:21]=[CH2:22])[C:10]2[NH:11][C:12]3[C:13]([Cl:19])=[CH:14][CH:15]=[C:16]([Cl:18])[C:17]=3[C:9]=2[CH2:8][CH2:7]1)=[O:5])C.[OH-].[Li+]. (7) The reactants are: [CH2:1]([N:8]1[CH2:17][CH2:16][C:15]2[C:14](Cl)=[N:13][CH:12]=[N:11][C:10]=2[CH2:9]1)[C:2]1[CH:7]=[CH:6][CH:5]=[CH:4][CH:3]=1.[NH:19]1[CH2:24][CH2:23][O:22][CH2:21][CH2:20]1. Given the product [CH2:1]([N:8]1[CH2:17][CH2:16][C:15]2[C:14]([N:19]3[CH2:24][CH2:23][O:22][CH2:21][CH2:20]3)=[N:13][CH:12]=[N:11][C:10]=2[CH2:9]1)[C:2]1[CH:7]=[CH:6][CH:5]=[CH:4][CH:3]=1, predict the reactants needed to synthesize it.